The task is: Predict the reactants needed to synthesize the given product.. This data is from Full USPTO retrosynthesis dataset with 1.9M reactions from patents (1976-2016). (1) Given the product [Cl:24][C:25]1[N:26]=[C:27]([CH3:32])[N:28]=[C:29]([O:22][C:19]2[CH:20]=[CH:21][C:16]3[O:15][CH2:14][CH2:13][N:12]([C:10]4[S:9][C:5]5[C:6](=[O:8])[NH:7][C:2]([CH3:23])([CH3:1])[CH2:3][C:4]=5[N:11]=4)[C:17]=3[CH:18]=2)[CH:30]=1, predict the reactants needed to synthesize it. The reactants are: [CH3:1][C:2]1([CH3:23])[NH:7][C:6](=[O:8])[C:5]2[S:9][C:10]([N:12]3[C:17]4[CH:18]=[C:19]([OH:22])[CH:20]=[CH:21][C:16]=4[O:15][CH2:14][CH2:13]3)=[N:11][C:4]=2[CH2:3]1.[Cl:24][C:25]1[CH:30]=[C:29](Cl)[N:28]=[C:27]([CH3:32])[N:26]=1.CC(C)([O-])C.[Na+]. (2) Given the product [C:1]([C:5]1[CH:10]=[CH:9][C:8]([C:11]2[N:12]([C:32]([N:43]3[CH2:44][CH2:45][N:40]([CH2:46][C:47]([NH2:49])=[O:48])[CH2:41][CH2:42]3)=[O:33])[C@@:13]([C:25]3[CH:30]=[CH:29][C:28]([Cl:31])=[CH:27][CH:26]=3)([CH3:24])[C@@:14]([C:17]3[CH:22]=[CH:21][C:20]([Cl:23])=[CH:19][CH:18]=3)([CH3:16])[N:15]=2)=[C:7]([O:35][CH2:36][CH3:37])[CH:6]=1)([CH3:3])([CH3:2])[CH3:4], predict the reactants needed to synthesize it. The reactants are: [C:1]([C:5]1[CH:10]=[CH:9][C:8]([C:11]2[N:12]([C:32](Cl)=[O:33])[C@@:13]([C:25]3[CH:30]=[CH:29][C:28]([Cl:31])=[CH:27][CH:26]=3)([CH3:24])[C@@:14]([C:17]3[CH:22]=[CH:21][C:20]([Cl:23])=[CH:19][CH:18]=3)([CH3:16])[N:15]=2)=[C:7]([O:35][CH2:36][CH3:37])[CH:6]=1)([CH3:4])([CH3:3])[CH3:2].Cl.Cl.[N:40]1([CH2:46][C:47]([NH2:49])=[O:48])[CH2:45][CH2:44][NH:43][CH2:42][CH2:41]1.